Dataset: Forward reaction prediction with 1.9M reactions from USPTO patents (1976-2016). Task: Predict the product of the given reaction. (1) Given the reactants [CH:1]1([O:5][C:6]2[C:14]([CH3:15])=[CH:13][CH:12]=[CH:11][C:7]=2[C:8]([OH:10])=O)[CH2:4][CH2:3][CH2:2]1.[CH2:16]([O:18][C:19]([C:21]1([NH2:32])[CH2:29][C:28]2[C:23](=[CH:24][CH:25]=[C:26]([Cl:31])[C:27]=2[Cl:30])[CH2:22]1)=[O:20])[CH3:17].CN(C(ON1N=NC2C=CC=NC1=2)=[N+](C)C)C.F[P-](F)(F)(F)(F)F.CCN(C(C)C)C(C)C, predict the reaction product. The product is: [CH2:16]([O:18][C:19]([C:21]1([NH:32][C:8](=[O:10])[C:7]2[CH:11]=[CH:12][CH:13]=[C:14]([CH3:15])[C:6]=2[O:5][CH:1]2[CH2:2][CH2:3][CH2:4]2)[CH2:29][C:28]2[C:23](=[CH:24][CH:25]=[C:26]([Cl:31])[C:27]=2[Cl:30])[CH2:22]1)=[O:20])[CH3:17]. (2) Given the reactants [F:1][C:2]1[CH:3]=[N:4][C:5]2[C:10]([C:11]=1[CH2:12][CH2:13][CH2:14][C:15]1([C:21]([O:23][CH2:24][CH3:25])=[O:22])[CH2:20][CH2:19][NH:18][CH2:17][CH2:16]1)=[CH:9][C:8]([O:26][CH3:27])=[CH:7][CH:6]=2.ClCCS[CH:32]1[CH2:37][CH2:36][CH2:35][CH2:34][CH2:33]1.[I-].[K+].C(=O)([O-])[O-].[K+].[K+].[C:46](#N)[CH3:47], predict the reaction product. The product is: [CH:32]1([CH2:46][CH2:47][N:18]2[CH2:19][CH2:20][C:15]([CH2:14][CH2:13][CH2:12][C:11]3[C:10]4[C:5](=[CH:6][CH:7]=[C:8]([O:26][CH3:27])[CH:9]=4)[N:4]=[CH:3][C:2]=3[F:1])([C:21]([O:23][CH2:24][CH3:25])=[O:22])[CH2:16][CH2:17]2)[CH2:33][CH2:34][CH2:35][CH2:36][CH2:37]1. (3) Given the reactants [CH3:1][N:2]1[C:18]([C:19]2[S:20][CH:21]=[CH:22][CH:23]=2)=[C:5]2[CH2:6][N:7](C(OC(C)(C)C)=O)[C@@H:8]([CH3:10])[CH2:9][C:4]2=[N:3]1.Cl.O1CCOCC1.C(OCC)(=O)C, predict the reaction product. The product is: [CH3:1][N:2]1[C:18]([C:19]2[S:20][CH:21]=[CH:22][CH:23]=2)=[C:5]2[CH2:6][NH:7][C@@H:8]([CH3:10])[CH2:9][C:4]2=[N:3]1. (4) Given the reactants [C:1]1([S:7](Cl)(=[O:9])=[O:8])[CH:6]=[CH:5][CH:4]=[CH:3][CH:2]=1.[Br:11][C:12]1[CH:13]=[C:14]([CH2:18][CH2:19][NH2:20])[CH:15]=[CH:16][CH:17]=1.C(N(CC)C(C)C)(C)C, predict the reaction product. The product is: [Br:11][C:12]1[CH:13]=[C:14]([CH2:18][CH2:19][NH:20][S:7]([C:1]2[CH:6]=[CH:5][CH:4]=[CH:3][CH:2]=2)(=[O:9])=[O:8])[CH:15]=[CH:16][CH:17]=1. (5) Given the reactants [O:1]1[CH2:5][CH2:4][CH:3]([C:6]([OH:8])=[O:7])[CH2:2]1.S(=O)(=O)(O)O.[CH3:14]O, predict the reaction product. The product is: [O:1]1[CH2:5][CH2:4][CH:3]([C:6]([O:8][CH3:14])=[O:7])[CH2:2]1.